From a dataset of Full USPTO retrosynthesis dataset with 1.9M reactions from patents (1976-2016). Predict the reactants needed to synthesize the given product. Given the product [CH3:19][C:3]1[C:2]([C:25]2[CH:30]=[CH:29][CH:28]=[CH:27][N:26]=2)=[N:7][C:6]([N:8]2[C:16](=[O:17])[C:15]3[C:10](=[CH:11][CH:12]=[CH:13][CH:14]=3)[C:9]2=[O:18])=[CH:5][CH:4]=1, predict the reactants needed to synthesize it. The reactants are: Br[C:2]1[N:7]=[C:6]([N:8]2[C:16](=[O:17])[C:15]3[C:10](=[CH:11][CH:12]=[CH:13][CH:14]=3)[C:9]2=[O:18])[CH:5]=[CH:4][C:3]=1[CH3:19].C([Sn](CCCC)(CCCC)[C:25]1[CH:30]=[CH:29][CH:28]=[CH:27][N:26]=1)CCC.C1(C)C=CC=CC=1.